This data is from KCNQ2 potassium channel screen with 302,405 compounds. The task is: Binary Classification. Given a drug SMILES string, predict its activity (active/inactive) in a high-throughput screening assay against a specified biological target. (1) The molecule is Fc1ccc(c2nn3c(N4CCN(CC4)C(=O)C4OCCC4)c4CCCc4nc3c2)cc1. The result is 0 (inactive). (2) The molecule is O=C1N(CC(C1)c1ccccc1)CC(=O)Nc1ccc(OCC)cc1. The result is 0 (inactive).